Dataset: Full USPTO retrosynthesis dataset with 1.9M reactions from patents (1976-2016). Task: Predict the reactants needed to synthesize the given product. (1) Given the product [F:1][C:2]1[CH:10]=[C:9]([C:27]2[S:28][CH:29]=[CH:30][N:31]=2)[C:8]2[N:7]3[CH2:20][CH2:21][NH:22][C:23](=[O:24])[C:6]3=[C:5]([CH3:25])[C:4]=2[CH:3]=1, predict the reactants needed to synthesize it. The reactants are: [F:1][C:2]1[CH:10]=[C:9](B2OC(C)(C)C(C)(C)O2)[C:8]2[N:7]3[CH2:20][CH2:21][NH:22][C:23](=[O:24])[C:6]3=[C:5]([CH3:25])[C:4]=2[CH:3]=1.Br[C:27]1[S:28][CH:29]=[CH:30][N:31]=1.C(=O)([O-])[O-].[K+].[K+].C1(P(C2C=CC=CC=2)C2C=CC=CC=2)C=CC=CC=1. (2) Given the product [CH2:32]([O:31][C:29](=[O:30])[NH:18][CH2:17][CH:14]1[CH2:13][C:12]2[CH:11]=[CH:10][CH:9]=[C:8]([C:4]3[CH:5]=[CH:6][CH:7]=[C:2]([Cl:1])[CH:3]=3)[C:16]=2[O:15]1)[C:33]1[CH:38]=[CH:37][CH:36]=[CH:35][CH:34]=1, predict the reactants needed to synthesize it. The reactants are: [Cl:1][C:2]1[CH:3]=[C:4]([C:8]2[C:16]3[O:15][CH:14]([CH2:17][NH2:18])[CH2:13][C:12]=3[CH:11]=[CH:10][CH:9]=2)[CH:5]=[CH:6][CH:7]=1.C(N(C(C)C)CC)(C)C.Cl[C:29]([O:31][CH2:32][C:33]1[CH:38]=[CH:37][CH:36]=[CH:35][CH:34]=1)=[O:30].C(OC(=O)NCC1CC2C=CC=C(C3CCCC3)C=2O1)C1C=CC=CC=1. (3) The reactants are: CN1[CH2:6][CH2:5][CH2:4][C:3]1=O.[CH2:8]1[CH2:12][O:11][CH2:10][CH2:9]1.[CH2:13]([Mg]Br)[CH:14]([CH3:16])[CH3:15].Cl.[OH2:20]. Given the product [CH3:10][O:11][C:12](=[O:20])[C:8]1[CH:9]=[CH:6][CH:5]=[C:4]([CH2:13][CH:14]([CH3:16])[CH3:15])[CH:3]=1, predict the reactants needed to synthesize it. (4) Given the product [Br:33][C:34]1[CH:35]=[C:36]([O:41][C:42]2[C:43]([CH3:48])=[N:44][CH:45]=[CH:46][CH:47]=2)[C:37]([NH:40][C:10]2[S:1][N:5]=[C:6]([C@H:26]3[CH2:22][O:23][C:24]4([CH2:27][CH2:28][CH2:29][CH2:30][CH2:31]4)[O:25]3)[N:9]=2)=[N:38][CH:39]=1, predict the reactants needed to synthesize it. The reactants are: [S:1]([N:5]=[C:6]=O)N=C=O.[Na].[N:9]1C=CC=C[CH:10]=1.CS(ON=C(Cl)[C@H:22]1[CH2:26][O:25][C:24]2([CH2:31][CH2:30][CH2:29][CH2:28][CH2:27]2)[O:23]1)(=O)=O.[Br:33][C:34]1[CH:35]=[C:36]([O:41][C:42]2[C:43]([CH3:48])=[N:44][CH:45]=[CH:46][CH:47]=2)[C:37]([NH2:40])=[N:38][CH:39]=1. (5) Given the product [Cl:18][C:15]1[CH:16]=[CH:17][C:12]([CH2:11][N:10]2[C:9]3[C:8](=[O:19])[N:7]([CH2:20][CH2:21][CH2:22][O:23][CH:24]4[CH2:29][CH2:28][CH2:27][CH2:26][O:25]4)[C:6](=[O:30])[N:5]([CH3:31])[C:4]=3[N:3]=[C:2]2[NH:38][C:37]2[CH:39]=[CH:40][CH:41]=[C:35]([O:34][C:33]([F:32])([F:42])[F:43])[CH:36]=2)=[CH:13][CH:14]=1, predict the reactants needed to synthesize it. The reactants are: Br[C:2]1[N:10]([CH2:11][C:12]2[CH:17]=[CH:16][C:15]([Cl:18])=[CH:14][CH:13]=2)[C:9]2[C:8](=[O:19])[N:7]([CH2:20][CH2:21][CH2:22][O:23][CH:24]3[CH2:29][CH2:28][CH2:27][CH2:26][O:25]3)[C:6](=[O:30])[N:5]([CH3:31])[C:4]=2[N:3]=1.[F:32][C:33]([F:43])([F:42])[O:34][C:35]1[CH:36]=[C:37]([CH:39]=[CH:40][CH:41]=1)[NH2:38].CC(C1C=C(C(C)C)C(C2C=CC=CC=2P(C2CCCCC2)C2CCCCC2)=C(C(C)C)C=1)C.C([O-])(C)(C)C.[K+]. (6) Given the product [C:1]([Si:5]([C:46]([CH3:48])([CH3:47])[CH3:49])([C:40]1[CH:41]=[CH:42][CH:43]=[CH:44][CH:45]=1)[O:6][CH2:7][CH:8]([CH3:39])[O:9][C:10]1[CH:11]=[C:12]([O:28][C:29]2[CH:30]=[CH:31][C:32]([S:35]([CH3:38])(=[O:37])=[O:36])=[CH:33][CH:34]=2)[CH:13]=[C:14]2[C:18]=1[NH:17][C:16]([C:19]1[S:20][CH:21]([CH2:24][C:25]([NH2:52])=[O:26])[CH2:22][N:23]=1)=[CH:15]2)([CH3:3])([CH3:4])[CH3:2], predict the reactants needed to synthesize it. The reactants are: [C:1]([Si:5]([C:46]([CH3:49])([CH3:48])[CH3:47])([C:40]1[CH:45]=[CH:44][CH:43]=[CH:42][CH:41]=1)[O:6][CH2:7][CH:8]([CH3:39])[O:9][C:10]1[CH:11]=[C:12]([O:28][C:29]2[CH:34]=[CH:33][C:32]([S:35]([CH3:38])(=[O:37])=[O:36])=[CH:31][CH:30]=2)[CH:13]=[C:14]2[C:18]=1[NH:17][C:16]([C:19]1[S:20][CH:21]([CH2:24][C:25](O)=[O:26])[CH2:22][N:23]=1)=[CH:15]2)([CH3:4])([CH3:3])[CH3:2].Cl.C[N:52](C)CCCN=C=NCC.[NH4+].ON1C2C=CC=CC=2N=N1.CN(C)C=O. (7) Given the product [CH2:8]([NH:9][C:24]([C:2]1[CH:23]=[CH:22][C:5]([C:2]2[CH:23]=[CH:22][C:5]([O:6][CH:7]3[CH2:10][N:9]([CH2:11][C:12]4[CH:17]=[CH:16][C:15]([C:18]([F:21])([F:20])[F:19])=[CH:14][CH:13]=4)[CH2:8]3)=[CH:4][CH:3]=2)=[CH:4][CH:3]=1)=[O:27])[CH3:7], predict the reactants needed to synthesize it. The reactants are: Br[C:2]1[CH:23]=[CH:22][C:5]([O:6][CH:7]2[CH2:10][N:9]([CH2:11][C:12]3[CH:17]=[CH:16][C:15]([C:18]([F:21])([F:20])[F:19])=[CH:14][CH:13]=3)[CH2:8]2)=[CH:4][CH:3]=1.[C:24](=[O:27])([O-])[O-].[Cs+].[Cs+]. (8) Given the product [CH3:11][O:10][C:8](=[O:9])[CH:7]([C:12]([CH3:1])([C:14]1[O:15][C:16]([CH3:19])=[CH:17][CH:18]=1)[CH3:13])[C:6]([O:5][CH3:4])=[O:20], predict the reactants needed to synthesize it. The reactants are: [CH3:1][Mg]Cl.[CH3:4][O:5][C:6](=[O:20])[C:7](=[C:12]([C:14]1[O:15][C:16]([CH3:19])=[CH:17][CH:18]=1)[CH3:13])[C:8]([O:10][CH3:11])=[O:9].[NH4+].[Cl-]. (9) Given the product [Br:5][C:6]1[CH:7]=[CH:8][C:9]([S:12]([N:15]([CH2:17][C:18]2[S:19][CH:20]=[C:21]([C:23]([N:33]3[C:42]4[C:37](=[CH:38][CH:39]=[CH:40][CH:41]=4)[CH2:36][CH2:35][CH2:34]3)=[O:25])[N:22]=2)[CH3:16])(=[O:13])=[O:14])=[CH:10][CH:11]=1, predict the reactants needed to synthesize it. The reactants are: S(Cl)(Cl)=O.[Br:5][C:6]1[CH:11]=[CH:10][C:9]([S:12]([N:15]([CH2:17][C:18]2[S:19][CH:20]=[C:21]([C:23]([OH:25])=O)[N:22]=2)[CH3:16])(=[O:14])=[O:13])=[CH:8][CH:7]=1.C(N(CC)CC)C.[NH:33]1[C:42]2[C:37](=[CH:38][CH:39]=[CH:40][CH:41]=2)[CH2:36][CH2:35][CH2:34]1.